This data is from Peptide-MHC class I binding affinity with 185,985 pairs from IEDB/IMGT. The task is: Regression. Given a peptide amino acid sequence and an MHC pseudo amino acid sequence, predict their binding affinity value. This is MHC class I binding data. (1) The peptide sequence is LKFSLPFPFLYKFLL. The MHC is HLA-B35:03 with pseudo-sequence HLA-B35:03. The binding affinity (normalized) is 0.146. (2) The peptide sequence is ETFGFEIQSY. The MHC is HLA-B44:02 with pseudo-sequence HLA-B44:02. The binding affinity (normalized) is 0.0245. (3) The MHC is HLA-B46:01 with pseudo-sequence HLA-B46:01. The binding affinity (normalized) is 0.0847. The peptide sequence is IAFTRLFTV. (4) The peptide sequence is TVADIWHAM. The MHC is HLA-B40:01 with pseudo-sequence HLA-B40:01. The binding affinity (normalized) is 0.0847. (5) The binding affinity (normalized) is 0. The peptide sequence is ELNIVDEIIK. The MHC is HLA-A31:01 with pseudo-sequence HLA-A31:01. (6) The peptide sequence is TVLGLGLSLK. The MHC is HLA-A11:01 with pseudo-sequence HLA-A11:01. The binding affinity (normalized) is 0.956.